From a dataset of Forward reaction prediction with 1.9M reactions from USPTO patents (1976-2016). Predict the product of the given reaction. (1) Given the reactants CI.[Cl:3][C:4]1[CH:5]=[C:6]([CH:31]=[CH:32][C:33]=1[O:34][CH3:35])[CH2:7][NH:8][C:9]1[C:18]2[C:13](=[CH:14][CH:15]=[C:16]([C:19]3[NH:23][N:22]=[N:21][N:20]=3)[CH:17]=2)[C:12]([N:24]2[CH2:29][CH2:28][CH:27]([OH:30])[CH2:26][CH2:25]2)=[N:11][N:10]=1.[C:36](=O)([O-])[O-].[K+].[K+].CN(C)C=O, predict the reaction product. The product is: [Cl:3][C:4]1[CH:5]=[C:6]([CH:31]=[CH:32][C:33]=1[O:34][CH3:35])[CH2:7][NH:8][C:9]1[C:18]2[C:13](=[CH:14][CH:15]=[C:16]([C:19]3[N:23]([CH3:36])[N:22]=[N:21][N:20]=3)[CH:17]=2)[C:12]([N:24]2[CH2:25][CH2:26][CH:27]([OH:30])[CH2:28][CH2:29]2)=[N:11][N:10]=1. (2) Given the reactants CC1C=CC(S(O[CH2:12][CH:13]2[O:18][C:17]3[CH:19]=[C:20]([F:23])[CH:21]=[CH:22][C:16]=3[O:15][CH2:14]2)(=O)=O)=CC=1.[CH3:24][NH:25][CH3:26], predict the reaction product. The product is: [F:23][C:20]1[CH:21]=[CH:22][C:16]2[O:15][CH2:14][CH:13]([CH2:12][N:25]([CH3:26])[CH3:24])[O:18][C:17]=2[CH:19]=1.